From a dataset of Rat liver microsome stability data. Regression/Classification. Given a drug SMILES string, predict its absorption, distribution, metabolism, or excretion properties. Task type varies by dataset: regression for continuous measurements (e.g., permeability, clearance, half-life) or binary classification for categorical outcomes (e.g., BBB penetration, CYP inhibition). Dataset: rlm. (1) The drug is COc1ccc(S(=O)(=O)N2CCCCCC2)cc1NC(=O)Cc1nnc(O)c2ccccc12. The result is 1 (stable in rat liver microsomes). (2) The compound is N#Cc1ccccc1Cn1c(N2CCC[C@@H](N)C2)nc2cc(N3CCOCC3)c(F)cc2c1=O. The result is 1 (stable in rat liver microsomes). (3) The compound is Oc1ccc(CNc2ccc(F)cc2F)c2cccnc12. The result is 1 (stable in rat liver microsomes). (4) The compound is CC(C)[C@H](NS(=O)(=O)c1ccc2c(c1)oc1cc(N3CCOC3=O)ccc12)C(=O)O. The result is 0 (unstable in rat liver microsomes). (5) The molecule is CC1CN(c2ccccc2)CCN1C(=O)Oc1cccc(N2CCS(=O)(=O)CC2)c1. The result is 1 (stable in rat liver microsomes).